Dataset: Forward reaction prediction with 1.9M reactions from USPTO patents (1976-2016). Task: Predict the product of the given reaction. (1) Given the reactants [O:1]1[CH2:6][CH2:5][CH:4]([CH2:7][C:8](=[O:16])[CH2:9]P(=O)(OC)OC)[CH2:3][CH2:2]1.C(=O)([O-])[O-].[K+].[K+].[CH:23](=O)[C:24]1[CH:29]=[CH:28][C:27]([O:30][CH3:31])=[CH:26][CH:25]=1, predict the reaction product. The product is: [CH3:31][O:30][C:27]1[CH:28]=[CH:29][C:24]([CH:23]=[CH:9][C:8](=[O:16])[CH2:7][CH:4]2[CH2:3][CH2:2][O:1][CH2:6][CH2:5]2)=[CH:25][CH:26]=1. (2) Given the reactants [F:1][C:2]1[CH:10]=[C:9]2[C:5]([C:6](I)=[CH:7][N:8]2[S:11]([C:14]2[CH:19]=[CH:18][CH:17]=[CH:16][CH:15]=2)(=[O:13])=[O:12])=[CH:4][CH:3]=1.CC1(C)C(C)(C)OB([C:29]2[CH:30]=[C:31]3[C:35](=[CH:36][CH:37]=2)[NH:34][N:33]=[CH:32]3)O1.C([O-])([O-])=O.[Cs+].[Cs+].C(Cl)Cl, predict the reaction product. The product is: [F:1][C:2]1[CH:10]=[C:9]2[C:5]([C:6]([C:29]3[CH:30]=[C:31]4[C:35](=[CH:36][CH:37]=3)[NH:34][N:33]=[CH:32]4)=[CH:7][N:8]2[S:11]([C:14]2[CH:19]=[CH:18][CH:17]=[CH:16][CH:15]=2)(=[O:13])=[O:12])=[CH:4][CH:3]=1.